Dataset: Full USPTO retrosynthesis dataset with 1.9M reactions from patents (1976-2016). Task: Predict the reactants needed to synthesize the given product. (1) Given the product [S:35]([O-:39])([O-:38])(=[O:37])=[O:36].[Cr+3:24].[S:35]([O-:39])([O-:38])(=[O:37])=[O:36].[S:35]([O-:39])([O-:38])(=[O:37])=[O:36].[Cr+3:5].[OH-:2].[Na+:33], predict the reactants needed to synthesize it. The reactants are: [N+]([O-])([O-])=[O:2].[Cr+3:5].[N+]([O-])([O-])=O.[N+]([O-])([O-])=O.P([O-])([O-])([O-])=O.[Cr+3].[Cl-].[Cr+3].[Cl-].[Cl-].[Cr:24](O[Cr]([O-])(=O)=O)([O-])(=O)=O.[Na+:33].[Na+].[S:35](=[O:39])(=[O:38])([OH:37])[OH:36]. (2) The reactants are: Br[C:2]1[CH:3]=[CH:4][C:5]2[N:6]([N:8]=[C:9]([NH:11][C:12](=[O:19])[C:13]3[CH:18]=[CH:17][CH:16]=[N:15][CH:14]=3)[N:10]=2)[CH:7]=1.[NH2:20][C:21]1[CH:22]=[C:23](B(O)O)[CH:24]=[CH:25][CH:26]=1. Given the product [NH2:20][C:21]1[CH:26]=[C:25]([C:2]2[CH:3]=[CH:4][C:5]3[N:6]([N:8]=[C:9]([NH:11][C:12](=[O:19])[C:13]4[CH:18]=[CH:17][CH:16]=[N:15][CH:14]=4)[N:10]=3)[CH:7]=2)[CH:24]=[CH:23][CH:22]=1, predict the reactants needed to synthesize it. (3) Given the product [CH2:1]([O:3][C:4]([N:6]1[CH2:7][CH2:8][N:9]([C:12](=[O:51])[C@@H:13]([NH:23][C:24]([C:26]2[CH:30]=[C:29]([O:31][CH2:32][C:33]([N:35]3[CH2:39][C:38]([F:40])([F:41])[CH2:37][C@H:36]3[C:42](=[O:44])[NH:76][CH:71]3[CH2:72][CH2:73][CH2:74]3)=[O:34])[N:28]([C:45]3[CH:50]=[CH:49][CH:48]=[CH:47][CH:46]=3)[N:27]=2)=[O:25])[CH2:14][CH2:15][C:16]([OH:18])=[O:17])[CH2:10][CH2:11]1)=[O:5])[CH3:2], predict the reactants needed to synthesize it. The reactants are: [CH2:1]([O:3][C:4]([N:6]1[CH2:11][CH2:10][N:9]([C:12](=[O:51])[C@@H:13]([NH:23][C:24]([C:26]2[CH:30]=[C:29]([O:31][CH2:32][C:33]([N:35]3[CH2:39][C:38]([F:41])([F:40])[CH2:37][C@H:36]3[C:42]([OH:44])=O)=[O:34])[N:28]([C:45]3[CH:50]=[CH:49][CH:48]=[CH:47][CH:46]=3)[N:27]=2)=[O:25])[CH2:14][CH2:15][C:16]([O:18]C(C)(C)C)=[O:17])[CH2:8][CH2:7]1)=[O:5])[CH3:2].CCN(C(C)C)C(C)C.CN(C(ON1N=[N:76][C:71]2[CH:72]=[CH:73][CH:74]=NC1=2)=[N+](C)C)C.F[P-](F)(F)(F)(F)F.C1(N)CCC1. (4) The reactants are: [CH3:1][O:2][C:3]([C:5]1[CH:6]=[C:7]2[C:11](=[CH:12][CH:13]=1)[N:10]([C:14]([O:16][C:17]([CH3:20])([CH3:19])[CH3:18])=[O:15])[CH:9]=[C:8]2[C:21]([C:24]#[N:25])([CH3:23])[CH3:22])=[O:4]. Given the product [CH3:1][O:2][C:3]([C:5]1[CH:6]=[C:7]2[C:11](=[CH:12][CH:13]=1)[N:10]([C:14]([O:16][C:17]([CH3:18])([CH3:20])[CH3:19])=[O:15])[CH:9]=[C:8]2[C:21]([CH3:23])([CH3:22])[CH2:24][NH2:25])=[O:4], predict the reactants needed to synthesize it. (5) Given the product [O:1]1[CH2:5][CH2:4][CH:3](/[CH:6]=[CH:27]/[CH:28]=[O:29])[CH2:2]1, predict the reactants needed to synthesize it. The reactants are: [O:1]1[CH2:5][CH2:4][CH:3]([CH:6]=O)[CH2:2]1.C1(P(=[CH:27][CH:28]=[O:29])(C2C=CC=CC=2)C2C=CC=CC=2)C=CC=CC=1. (6) The reactants are: [C:1]([O:5][C:6]([NH:8][CH2:9][CH2:10][C:11]([OH:13])=O)=[O:7])([CH3:4])([CH3:3])[CH3:2].[C:14]([NH:19][NH2:20])(=[O:18])[CH:15]([CH3:17])[CH3:16].F[B-](F)(F)F.N1(OC(N(C)C)=[N+](C)C)C2C=CC=CC=2N=N1.C(N(C(C)C)CC)(C)C. Given the product [C:1]([O:5][C:6](=[O:7])[NH:8][CH2:9][CH2:10][C:11]([NH:20][NH:19][C:14](=[O:18])[CH:15]([CH3:17])[CH3:16])=[O:13])([CH3:2])([CH3:3])[CH3:4], predict the reactants needed to synthesize it.